The task is: Predict the reactants needed to synthesize the given product.. This data is from Full USPTO retrosynthesis dataset with 1.9M reactions from patents (1976-2016). (1) Given the product [CH:36]([NH:35][C:34](=[O:39])[CH2:33][N:19]1[C:18](=[O:40])[C:17]2[C:22](=[CH:23][CH:24]=[C:15]([N:11]3[CH2:12][CH2:13][CH2:14][NH:8][CH2:9][CH2:10]3)[CH:16]=2)[N:21]=[C:20]1[C:25]1[CH:30]=[CH:29][CH:28]=[C:27]([O:31][CH3:32])[CH:26]=1)([CH3:38])[CH3:37], predict the reactants needed to synthesize it. The reactants are: C(OC([N:8]1[CH2:14][CH2:13][CH2:12][N:11]([C:15]2[CH:16]=[C:17]3[C:22](=[CH:23][CH:24]=2)[N:21]=[C:20]([C:25]2[CH:30]=[CH:29][CH:28]=[C:27]([O:31][CH3:32])[CH:26]=2)[N:19]([CH2:33][C:34](=[O:39])[NH:35][CH:36]([CH3:38])[CH3:37])[C:18]3=[O:40])[CH2:10][CH2:9]1)=O)(C)(C)C. (2) Given the product [CH2:27]([O:26][C:23]([C:24]1[O:16][N:15]=[C:12]([C:4]2[CH:3]=[C:2]([OH:1])[C:11]3[C:6](=[CH:7][CH:8]=[CH:9][CH:10]=3)[CH:5]=2)[N:13]=1)=[O:25])[CH3:28], predict the reactants needed to synthesize it. The reactants are: [OH:1][C:2]1[C:11]2[C:6](=[CH:7][CH:8]=[CH:9][CH:10]=2)[CH:5]=[C:4]([C:12]#[N:13])[CH:3]=1.Cl.[NH2:15][OH:16].C(=O)([O-])[O-].[K+].[K+].[C:23]([O:26][CH2:27][CH3:28])(=[O:25])[CH3:24]. (3) Given the product [CH3:40][O:39][C:36]1[CH:35]=[CH:34][C:33]([CH:32]([C:29]2[CH:30]=[CH:31][C:26]([O:25][CH3:24])=[CH:27][CH:28]=2)[N:5]2[C:4]3[C:7]4[C:12]([CH2:13][C:3]=3[C:2]([I:1])=[N:6]2)=[CH:11][C:10]([C:14]([NH:16][CH2:17][C:18]2[CH:23]=[CH:22][CH:21]=[CH:20][N:19]=2)=[O:15])=[CH:9][CH:8]=4)=[CH:38][CH:37]=1, predict the reactants needed to synthesize it. The reactants are: [I:1][C:2]1[C:3]2[CH2:13][C:12]3[C:7](=[CH:8][CH:9]=[C:10]([C:14]([NH:16][CH2:17][C:18]4[CH:23]=[CH:22][CH:21]=[CH:20][N:19]=4)=[O:15])[CH:11]=3)[C:4]=2[NH:5][N:6]=1.[CH3:24][O:25][C:26]1[CH:31]=[CH:30][C:29]([CH:32](Cl)[C:33]2[CH:38]=[CH:37][C:36]([O:39][CH3:40])=[CH:35][CH:34]=2)=[CH:28][CH:27]=1.CCN(CC)CC. (4) Given the product [NH2:26][C:27]1[CH:32]=[C:31]([C:15]2[N:16]=[C:11]([NH:10][C:8]3[CH:7]=[CH:6][C:5]4[N:1]=[CH:2][NH:3][C:4]=4[CH:9]=3)[C:12]3[N:13]([CH:18]=[CH:19][N:20]=3)[CH:14]=2)[CH:30]=[CH:29][CH:28]=1, predict the reactants needed to synthesize it. The reactants are: [N:1]1[C:5]2[CH:6]=[CH:7][C:8]([NH:10][C:11]3[C:12]4[N:13]([CH:18]=[CH:19][N:20]=4)[CH:14]=[C:15](Br)[N:16]=3)=[CH:9][C:4]=2[NH:3][CH:2]=1.S(O)(O)(=O)=O.[NH2:26][C:27]1[CH:28]=[C:29](B(O)O)[CH:30]=[CH:31][CH:32]=1.[NH2:26][C:27]1[CH:32]=[C:31](B(O)O)[CH:30]=[CH:29][CH:28]=1.C([O-])([O-])=O.[Na+].[Na+]. (5) Given the product [Cl:33][C:29]1[CH:28]=[C:27]2[NH:26][C:25](=[O:34])[C@:17]3([C@@H:16]([C:35]4[CH:40]=[CH:39][CH:38]=[C:37]([Cl:41])[C:36]=4[F:42])[C@H:15]([C:13]([NH:12][C:9]4[CH:10]=[CH:11][C:6]([CH2:5][C:4]([OH:43])=[O:3])=[CH:7][CH:8]=4)=[O:14])[NH:19][C@H:18]3[CH2:20][C:21]([CH3:23])([CH3:22])[CH3:24])[C:32]2=[CH:31][CH:30]=1, predict the reactants needed to synthesize it. The reactants are: C([O:3][C:4](=[O:43])[CH2:5][C:6]1[CH:11]=[CH:10][C:9]([NH:12][C:13]([C@@H:15]2[NH:19][C@@H:18]([CH2:20][C:21]([CH3:24])([CH3:23])[CH3:22])[C@:17]3([C:32]4[C:27](=[CH:28][C:29]([Cl:33])=[CH:30][CH:31]=4)[NH:26][C:25]3=[O:34])[C@H:16]2[C:35]2[CH:40]=[CH:39][CH:38]=[C:37]([Cl:41])[C:36]=2[F:42])=[O:14])=[CH:8][CH:7]=1)C.Cl. (6) Given the product [Cl:1][C:2]1[N:7]=[N:6][C:5]([CH2:8][C:9]([O:11][CH2:12][CH3:13])=[O:10])=[C:4]([CH3:19])[CH:3]=1, predict the reactants needed to synthesize it. The reactants are: [Cl:1][C:2]1[N:7]=[N:6][C:5]([CH:8](C(OCC)=O)[C:9]([O:11][CH2:12][CH3:13])=[O:10])=[C:4]([CH3:19])[CH:3]=1.CS(C)=O.[Cl-].[Na+].